Dataset: Drug-target binding data from BindingDB using IC50 measurements. Task: Regression. Given a target protein amino acid sequence and a drug SMILES string, predict the binding affinity score between them. We predict pIC50 (pIC50 = -log10(IC50 in M); higher means more potent). Dataset: bindingdb_ic50. (1) The compound is O=C(c1cnccn1)N(Cc1ccco1)C1(C(=O)NC2CCCC2)CCCCC1. The target protein (P48145) has sequence MDNASFSEPWPANASGPDPALSCSNASTLAPLPAPLAVAVPVVYAVICAVGLAGNSAVLYVLLRAPRMKTVTNLFILNLAIADELFTLVLPINIADFLLRQWPFGELMCKLIVAIDQYNTFSSLYFLTVMSADRYLVVLATAESRRVAGRTYSAARAVSLAVWGIVTLVVLPFAVFARLDDEQGRRQCVLVFPQPEAFWWRASRLYTLVLGFAIPVSTICVLYTTLLCRLHAMRLDSHAKALERAKKRVTFLVVAILAVCLLCWTPYHLSTVVALTTDLPQTPLVIAISYFITSLSYANSCLNPFLYAFLDASFRRNLRQLITCRAAA. The pIC50 is 4.4. (2) The pIC50 is 9.1. The small molecule is CN1C(=O)[C@@H](NC(=O)c2ccc(Br)cc2)N=C(c2ccccc2F)c2ccccc21. The target protein (P30551) has sequence MSHSPARQHLVESSRMDVVDSLLMNGSNITPPCELGLENETLFCLDQPQPSKEWQSALQILLYSIIFLLSVLGNTLVITVLIRNKRMRTVTNIFLLSLAVSDLMLCLFCMPFNLIPNLLKDFIFGSAVCKTTTYFMGTSVSVSTFNLVAISLERYGAICRPLQSRVWQTKSHALKVIAATWCLSFTIMTPYPIYSNLVPFTKNNNQTANMCRFLLPSDAMQQSWQTFLLLILFLLPGIVMVVAYGLISLELYQGIKFDASQKKSAKEKKPSTGSSTRYEDSDGCYLQKSRPPRKLELQQLSSGSGGSRLNRIRSSSSAANLIAKKRVIRMLIVIVVLFFLCWMPIFSANAWRAYDTVSAEKHLSGTPISFILLLSYTSSCVNPIIYCFMNKRFRLGFMATFPCCPNPGPPGVRGEVGEEEDGRTIRALLSRYSYSHMSTSAPPP. (3) The drug is Cc1ccc(CC(/C(=N/OCCCCC(=O)O)C2CCCCC2)n2ccnc2)cc1. The target protein (P49430) has sequence MEVLGLLKFEVSGTVVTVTLSVVLLALLKWYSTSAFSRLRKLGIRHPEPSPFVGNLMFFRQGFWESHLELRERYGPLCGYYLGRRMYIVISDPDMIKEVLVENFSNFSNRMASGLEPKLIADSVLMLRDRRWEEVRGALMSAFSPEKLNEMTPLISQACELLLSHLKHSAASGDAFDIQRCYCCFTTNVVASVAFGIEVNSQDAPEDPFVQHCQRVFAFSTPRPLLALILSFPSIMVPLARILPNKNRDELNGFFNTLIRNVIALRDKQTAEERRGDFLQMVLDAQRSMSSVGVEAFDMVTEALSSAECMGDPPQRCHPTSTAKPLTVDEIAGQAFLFLIAGHEITTNTLSFITYLLATHPECQERLLKEVDLFMEKHPAPEYCNLQEGLPYLDMVVAETLRMYPPAFRFTREAAQDCEVLGQHIPAGSVLEIAVGALHHDPEHWPNPETFDPERFTAEARLQQKPFTYLPFGAGPRSCLGVRLGLLVVKLTLLQVLHKF.... The pIC50 is 6.8. (4) The target protein (P04792) has sequence MTERRVPFSLLRGPSWDPFRDWYPHSRLFDQAFGLPRLPEEWSQWLGGSSWPGYVRPLPPAAIESPAVAAPAYSRALSRQLSSGVSEIRHTADRWRVSLDVNHFAPDELTVKTKDGVVEITGKHEERQDEHGYISRCFTRKYTLPPGVDPTQVSSSLSPEGTLTVEAPMPKLATQSNEITIPVTFESRAQLGGPEAAKSDETAAK. The pIC50 is 7.2. The drug is Cc1ccc(-n2nc(C(C)(C)C)cc2NC(=O)Nc2ccc(OCCN3CCOCC3)c3ccccc23)cc1.